From a dataset of HIV replication inhibition screening data with 41,000+ compounds from the AIDS Antiviral Screen. Binary Classification. Given a drug SMILES string, predict its activity (active/inactive) in a high-throughput screening assay against a specified biological target. (1) The molecule is c1ccc2c3c([nH]c2c1)C1c2[nH]c4ccccc4c2CCN1CC3. The result is 0 (inactive). (2) The drug is O=C(CC(c1ccc2c(c1)OCO2)N1CCN(C(CC(=O)c2ccc(Br)cc2)c2ccc3c(c2)OCO3)CC1)c1ccc(Br)cc1. The result is 0 (inactive). (3) The compound is CCOC(=O)C(NC(=O)NC(C(=O)OCC)C(=O)OCC)C(=O)OCC. The result is 0 (inactive). (4) The compound is CN(C)c1ccc(-c2nc(-c3cc4c(ccc5ccccc54)oc3=O)cs2)cc1. The result is 0 (inactive). (5) The molecule is c1ccc(C2=Nc3ccccc3N=C(c3ccccc3)C2)cc1. The result is 0 (inactive). (6) The compound is CC(C)=Cc1cc(C(=O)NCCNC(=O)c2cc(C=C(C)C)nc(NC#N)n2)nc(NC#N)n1. The result is 0 (inactive).